The task is: Predict the reactants needed to synthesize the given product.. This data is from Full USPTO retrosynthesis dataset with 1.9M reactions from patents (1976-2016). (1) Given the product [Br:1][C:2]1[CH:7]=[CH:6][C:5]([S:8][CH2:12][C:11]([O:10][CH3:9])=[O:14])=[CH:4][CH:3]=1, predict the reactants needed to synthesize it. The reactants are: [Br:1][C:2]1[CH:7]=[CH:6][C:5]([SH:8])=[CH:4][CH:3]=1.[CH3:9][O:10][C:11](=[O:14])[CH2:12]Br.C(N(CC)CC)C. (2) Given the product [Si:1]([O:29][C@H:27]([CH3:28])[C@H:26]([NH:25][C:24](=[O:39])[O:23][C:19]([CH3:21])([CH3:20])[CH3:22])[C:30]1[CH:35]=[C:34]([F:36])[C:33]([F:37])=[C:32]([F:38])[CH:31]=1)([C:14]([CH3:17])([CH3:16])[CH3:15])([C:8]1[CH:13]=[CH:12][CH:11]=[CH:10][CH:9]=1)[C:2]1[CH:7]=[CH:6][CH:5]=[CH:4][CH:3]=1, predict the reactants needed to synthesize it. The reactants are: [Si:1](Cl)([C:14]([CH3:17])([CH3:16])[CH3:15])([C:8]1[CH:13]=[CH:12][CH:11]=[CH:10][CH:9]=1)[C:2]1[CH:7]=[CH:6][CH:5]=[CH:4][CH:3]=1.[C:19]([O:23][C:24](=[O:39])[NH:25][C@H:26]([C:30]1[CH:35]=[C:34]([F:36])[C:33]([F:37])=[C:32]([F:38])[CH:31]=1)[C@H:27]([OH:29])[CH3:28])([CH3:22])([CH3:21])[CH3:20].N1C=CN=C1.C(OCC)(=O)C.